This data is from Forward reaction prediction with 1.9M reactions from USPTO patents (1976-2016). The task is: Predict the product of the given reaction. (1) Given the reactants C([N:8]1[CH2:13][CH2:12][CH:11]([NH:14][C:15]2[CH:20]=[CH:19][C:18]([O:21][C:22]([F:25])([F:24])[F:23])=[CH:17][CH:16]=2)[CH2:10][CH2:9]1)C1C=CC=CC=1.[H][H], predict the reaction product. The product is: [NH:8]1[CH2:13][CH2:12][CH:11]([NH:14][C:15]2[CH:16]=[CH:17][C:18]([O:21][C:22]([F:23])([F:24])[F:25])=[CH:19][CH:20]=2)[CH2:10][CH2:9]1. (2) Given the reactants [C:1]1([CH2:7][O:8][C:9]2[CH:17]=[CH:16][C:15]([C:18]3[CH:23]=[CH:22][N:21]=[CH:20][CH:19]=3)=[CH:14][C:10]=2[C:11]([OH:13])=O)[CH:6]=[CH:5][CH:4]=[CH:3][CH:2]=1.C(Cl)CCl.[CH:28]1C=C[C:31]2[N:36]([OH:37])N=[N:34][C:32]=2[CH:33]=1.CC1ON=CC=1N, predict the reaction product. The product is: [CH3:28][C:33]1[O:37][N:36]=[CH:31][C:32]=1[NH:34][C:11](=[O:13])[C:10]1[CH:14]=[C:15]([C:18]2[CH:23]=[CH:22][N:21]=[CH:20][CH:19]=2)[CH:16]=[CH:17][C:9]=1[O:8][CH2:7][C:1]1[CH:2]=[CH:3][CH:4]=[CH:5][CH:6]=1.